Task: Predict the reaction yield, written as a fraction of the theoretical maximum amount of product (1.0 means a 100% yield; for example, 0.34 means a 34% yield).. Dataset: Reaction yield outcomes from USPTO patents with 853,638 reactions (1) The reactants are C([O-])([O-])=O.[K+].[K+].[C:7]1(=[O:17])[NH:11][C:10](=[O:12])[C:9]2=[CH:13][CH:14]=[CH:15][CH:16]=[C:8]12.CN(C=O)C.Br[CH2:24][C:25]1[CH2:30][CH2:29][C@H:28]([C:31]([OH:34])([CH3:33])[CH3:32])[CH2:27][CH:26]=1. The catalyst is O. The product is [OH:34][C:31]([C@H:28]1[CH2:29][CH2:30][C:25]([CH2:24][N:11]2[C:7](=[O:17])[C:8]3[C:9](=[CH:13][CH:14]=[CH:15][CH:16]=3)[C:10]2=[O:12])=[CH:26][CH2:27]1)([CH3:33])[CH3:32]. The yield is 0.280. (2) The reactants are [F:1][CH:2]([F:27])[C:3]1[C:4]([O:16][C@H:17]2[CH2:22][CH2:21][C@@H:20]([C:23]([F:26])([F:25])[F:24])[CH2:19][CH2:18]2)=[CH:5][CH:6]=[C:7]2[C:12]=1[CH:11]=[C:10]([CH:13](O)[CH3:14])[CH:9]=[CH:8]2.P(Br)(Br)[Br:29]. The catalyst is C1COCC1.CCOC(C)=O. The product is [Br:29][CH:13]([C:10]1[CH:11]=[C:12]2[C:7]([CH:6]=[CH:5][C:4]([O:16][C@H:17]3[CH2:22][CH2:21][C@@H:20]([C:23]([F:26])([F:25])[F:24])[CH2:19][CH2:18]3)=[C:3]2[CH:2]([F:27])[F:1])=[CH:8][CH:9]=1)[CH3:14]. The yield is 0.900. (3) The reactants are [Cl:1][C:2]1[CH:7]=[C:6]([Cl:8])[CH:5]=[CH:4][C:3]=1[C:9]1[N:10]=[C:11]([C:20](O)=[O:21])[S:12][C:13]=1[C:14]1[CH:19]=[CH:18][CH:17]=[CH:16][CH:15]=1.C1C=NC2N(O)N=NC=2C=1.F[P-](F)(F)(F)(F)F.N1(O[P+](N2CCCC2)(N2CCCC2)N2CCCC2)C2N=CC=CC=2N=N1.C(N(C(C)C)CC)(C)C.Cl.[CH3:76][O:77][NH:78][CH3:79].C([O-])(O)=O.[Na+]. The catalyst is ClCCl. The product is [CH3:79][N:78]([O:77][CH3:76])[C:20]([C:11]1[S:12][C:13]([C:14]2[CH:15]=[CH:16][CH:17]=[CH:18][CH:19]=2)=[C:9]([C:3]2[CH:4]=[CH:5][C:6]([Cl:8])=[CH:7][C:2]=2[Cl:1])[N:10]=1)=[O:21]. The yield is 0.850.